This data is from NCI-60 drug combinations with 297,098 pairs across 59 cell lines. The task is: Regression. Given two drug SMILES strings and cell line genomic features, predict the synergy score measuring deviation from expected non-interaction effect. (1) Drug 1: CC1C(C(=O)NC(C(=O)N2CCCC2C(=O)N(CC(=O)N(C(C(=O)O1)C(C)C)C)C)C(C)C)NC(=O)C3=C4C(=C(C=C3)C)OC5=C(C(=O)C(=C(C5=N4)C(=O)NC6C(OC(=O)C(N(C(=O)CN(C(=O)C7CCCN7C(=O)C(NC6=O)C(C)C)C)C)C(C)C)C)N)C. Drug 2: C1=CC=C(C(=C1)C(C2=CC=C(C=C2)Cl)C(Cl)Cl)Cl. Cell line: SK-MEL-28. Synergy scores: CSS=-6.70, Synergy_ZIP=4.50, Synergy_Bliss=5.40, Synergy_Loewe=3.66, Synergy_HSA=1.84. (2) Drug 1: C1CC2CC3=C(CC1C24CN(S(=O)(=O)N4)CC(F)(F)F)C=CC(=C3)C=CCN5CCC(CC5)C(F)(F)F. Drug 2: CCC1(C2=C(COC1=O)C(=O)N3CC4=CC5=C(C=CC(=C5CN(C)C)O)N=C4C3=C2)O. Cell line: SW-620. Synergy scores: CSS=68.6, Synergy_ZIP=13.0, Synergy_Bliss=11.0, Synergy_Loewe=-7.34, Synergy_HSA=12.0. (3) Cell line: UO-31. Drug 1: C(CC(=O)O)C(=O)CN.Cl. Drug 2: COC1=C2C(=CC3=C1OC=C3)C=CC(=O)O2. Synergy scores: CSS=-3.86, Synergy_ZIP=1.87, Synergy_Bliss=0.614, Synergy_Loewe=0.144, Synergy_HSA=-2.58. (4) Drug 1: CNC(=O)C1=CC=CC=C1SC2=CC3=C(C=C2)C(=NN3)C=CC4=CC=CC=N4. Drug 2: CC1=C(C=C(C=C1)NC(=O)C2=CC=C(C=C2)CN3CCN(CC3)C)NC4=NC=CC(=N4)C5=CN=CC=C5. Cell line: RXF 393. Synergy scores: CSS=0.309, Synergy_ZIP=-0.963, Synergy_Bliss=-5.45, Synergy_Loewe=-5.85, Synergy_HSA=-5.75. (5) Synergy scores: CSS=18.6, Synergy_ZIP=0.196, Synergy_Bliss=2.54, Synergy_Loewe=1.44, Synergy_HSA=1.17. Cell line: NCI/ADR-RES. Drug 2: CCC1(CC2CC(C3=C(CCN(C2)C1)C4=CC=CC=C4N3)(C5=C(C=C6C(=C5)C78CCN9C7C(C=CC9)(C(C(C8N6C=O)(C(=O)OC)O)OC(=O)C)CC)OC)C(=O)OC)O.OS(=O)(=O)O. Drug 1: CC12CCC(CC1=CCC3C2CCC4(C3CC=C4C5=CN=CC=C5)C)O. (6) Drug 1: C1CN1P(=S)(N2CC2)N3CC3. Drug 2: CCC1(CC2CC(C3=C(CCN(C2)C1)C4=CC=CC=C4N3)(C5=C(C=C6C(=C5)C78CCN9C7C(C=CC9)(C(C(C8N6C)(C(=O)OC)O)OC(=O)C)CC)OC)C(=O)OC)O.OS(=O)(=O)O. Cell line: HCT116. Synergy scores: CSS=28.9, Synergy_ZIP=-9.02, Synergy_Bliss=-6.76, Synergy_Loewe=-9.80, Synergy_HSA=-8.16.